From a dataset of Catalyst prediction with 721,799 reactions and 888 catalyst types from USPTO. Predict which catalyst facilitates the given reaction. (1) Reactant: [Na+].[I-:2].CNCCNC.Br[C:10]1[CH:22]=[CH:21][C:13]2[S:14][C:15]([C:17]([O:19][CH3:20])=[O:18])=[CH:16][C:12]=2[CH:11]=1. Product: [I:2][C:10]1[CH:22]=[CH:21][C:13]2[S:14][C:15]([C:17]([O:19][CH3:20])=[O:18])=[CH:16][C:12]=2[CH:11]=1. The catalyst class is: 185. (2) Reactant: FC1C=C(OC2C=CC(OC)=CC=2)C=C(F)C=1C(OCC)C(O)=O.Cl.Cl.[CH2:27]([O:34][C:35](=[O:47])[NH:36]C(C1C=CC(CN)=CC=1)=N)[C:28]1[CH:33]=[CH:32][CH:31]=[CH:30][CH:29]=1.ON1C2C=CC=CC=2N=N1.Cl.CN(C)CCCN=C=NCC. Product: [CH2:27]([O:34][C:35](=[O:47])[NH2:36])[C:28]1[CH:33]=[CH:32][CH:31]=[CH:30][CH:29]=1. The catalyst class is: 338.